Dataset: Forward reaction prediction with 1.9M reactions from USPTO patents (1976-2016). Task: Predict the product of the given reaction. (1) The product is: [C:4](=[O:5])([O:10][CH:7]([CH3:9])[CH3:8])[O:3][CH2:2][Cl:1]. Given the reactants [Cl:1][CH2:2][O:3][C:4](Cl)=[O:5].[CH:7]([OH:10])([CH3:9])[CH3:8].N1C=CC=CC=1, predict the reaction product. (2) Given the reactants [CH3:1][Mg]Br.[CH3:4][O:5][C:6]1[CH:11]=[CH:10][C:9]([N:12]2[CH2:17][CH2:16][N:15]([C:18]3[C:19]([CH3:39])=[C:20]([CH:37]=[O:38])[C:21]4[O:25][C:24]([CH3:27])([CH3:26])[CH:23]([C:28]5[CH:33]=[CH:32][C:31]([CH3:34])=[CH:30][CH:29]=5)[C:22]=4[C:35]=3[CH3:36])[CH2:14][CH2:13]2)=[CH:8][CH:7]=1.O, predict the reaction product. The product is: [CH3:4][O:5][C:6]1[CH:7]=[CH:8][C:9]([N:12]2[CH2:17][CH2:16][N:15]([C:18]3[C:19]([CH3:39])=[C:20]([CH:37]([OH:38])[CH3:1])[C:21]4[O:25][C:24]([CH3:27])([CH3:26])[CH:23]([C:28]5[CH:29]=[CH:30][C:31]([CH3:34])=[CH:32][CH:33]=5)[C:22]=4[C:35]=3[CH3:36])[CH2:14][CH2:13]2)=[CH:10][CH:11]=1. (3) Given the reactants [OH:1][CH:2]1[CH2:7][CH2:6][CH:5]([NH:8][C:9](=[O:19])[CH2:10]P(=O)(OCC)OCC)[CH2:4][CH2:3]1.[Li+].CC([N-]C(C)C)C.[CH3:28][C:29]1[CH:34]=[CH:33][C:32]([S:35][C:36]2[N:43]=[CH:42][CH:41]=[CH:40][C:37]=2[CH:38]=O)=[CH:31][CH:30]=1.O, predict the reaction product. The product is: [OH:1][CH:2]1[CH2:3][CH2:4][CH:5]([NH:8][C:9](=[O:19])/[CH:10]=[CH:38]/[C:37]2[C:36]([S:35][C:32]3[CH:33]=[CH:34][C:29]([CH3:28])=[CH:30][CH:31]=3)=[N:43][CH:42]=[CH:41][CH:40]=2)[CH2:6][CH2:7]1. (4) Given the reactants C(OC(=O)N[CH2:8][CH:9]1[C:13](=[O:14])[N:12]([C:15]2[CH:20]=[CH:19][C:18]([C:21]#[N:22])=[C:17]([Cl:23])[C:16]=2[CH3:24])[C:11](=[O:25])[N:10]1[CH3:26])(C)(C)C, predict the reaction product. The product is: [Cl:23][C:17]1[C:16]([CH3:24])=[C:15]([N:12]2[C:13](=[O:14])[C:9](=[CH2:8])[N:10]([CH3:26])[C:11]2=[O:25])[CH:20]=[CH:19][C:18]=1[C:21]#[N:22].